The task is: Predict which catalyst facilitates the given reaction.. This data is from Catalyst prediction with 721,799 reactions and 888 catalyst types from USPTO. (1) Reactant: [C:1]([O:5][C:6](=[O:23])[N:7]([C@H:10]1[C@H:14]([C:15]2[CH:20]=[CH:19][C:18]([Cl:21])=[C:17]([Cl:22])[CH:16]=2)[CH2:13][NH:12][CH2:11]1)[CH2:8][CH3:9])([CH3:4])([CH3:3])[CH3:2].C(N(C(C)C)C(C)C)C.[CH3:33][S:34]([N:37]1[CH2:42][CH2:41][N:40]([C:43](Cl)=[O:44])[CH2:39][CH2:38]1)(=[O:36])=[O:35]. Product: [C:1]([O:5][C:6](=[O:23])[N:7]([C@H:10]1[C@H:14]([C:15]2[CH:20]=[CH:19][C:18]([Cl:21])=[C:17]([Cl:22])[CH:16]=2)[CH2:13][N:12]([C:43]([N:40]2[CH2:39][CH2:38][N:37]([S:34]([CH3:33])(=[O:36])=[O:35])[CH2:42][CH2:41]2)=[O:44])[CH2:11]1)[CH2:8][CH3:9])([CH3:2])([CH3:3])[CH3:4]. The catalyst class is: 2. (2) Reactant: C(OC1C=C2C(=CC=1)C=C(C(O)=O)C=C2)(=O)C=C.CS(Cl)(=O)=O.C(N(CC)CC)C.[CH2:31]([O:38][C:39]1[CH:44]=[CH:43][C:42](O)=[C:41]([CH2:46][CH2:47]C)C=1)[C:32]1[CH:37]=[CH:36][CH:35]=[CH:34][CH:33]=1. The catalyst class is: 527. Product: [CH2:39]([O:38][CH2:31][C:32]1[CH:33]=[CH:34][CH:35]=[CH:36][CH:37]=1)[C:44]1[CH:43]=[CH:42][CH:41]=[CH:46][CH:47]=1. (3) Reactant: [CH3:1][C:2]1[S:20][C:5]2[NH:6][C:7](=[O:19])[N:8]([CH2:11][CH2:12][C:13]3[CH:18]=[CH:17][CH:16]=[CH:15][CH:14]=3)[C:9](=[O:10])[C:4]=2[CH:3]=1.Br[CH2:22][C:23]1[CH:28]=[CH:27][C:26]([C:29]2[CH:34]=[CH:33][CH:32]=[CH:31][C:30]=2[C:35]2[N:39]=[C:38](C(Cl)(Cl)Cl)[O:37][N:36]=2)=[CH:25][CH:24]=1.C(=O)([O-])[O-:45].[K+].[K+].CN(C)C=O. Product: [CH3:1][C:2]1[S:20][C:5]2[N:6]([CH2:22][C:23]3[CH:28]=[CH:27][C:26]([C:29]4[CH:34]=[CH:33][CH:32]=[CH:31][C:30]=4[C:35]4[NH:39][C:38](=[O:45])[O:37][N:36]=4)=[CH:25][CH:24]=3)[C:7](=[O:19])[N:8]([CH2:11][CH2:12][C:13]3[CH:14]=[CH:15][CH:16]=[CH:17][CH:18]=3)[C:9](=[O:10])[C:4]=2[CH:3]=1. The catalyst class is: 13.